This data is from Full USPTO retrosynthesis dataset with 1.9M reactions from patents (1976-2016). The task is: Predict the reactants needed to synthesize the given product. (1) Given the product [N:1]1[C:10]2[C:5](=[CH:6][CH:7]=[CH:8][CH:9]=2)[CH:4]=[C:3]([CH2:11][C:17]#[N:18])[CH:2]=1, predict the reactants needed to synthesize it. The reactants are: [N:1]1[C:10]2[C:5](=[CH:6][CH:7]=[CH:8][CH:9]=2)[CH:4]=[C:3]([CH2:11]O)[CH:2]=1.S(Cl)(Cl)=O.[C-:17]#[N:18].[K+].C([O-])(O)=O.[Na+]. (2) Given the product [NH:10]1[C:14]2[CH:15]=[CH:16][CH:17]=[CH:18][C:13]=2[N:12]=[C:11]1[C@H:7]([NH:8][C:9]([NH:22][C@H:23]1[CH2:28][CH2:27][C@H:26]([OH:29])[CH2:25][CH2:24]1)=[O:19])[CH2:6][C:5]1[CH:4]=[CH:3][C:2]([Cl:1])=[CH:21][CH:20]=1, predict the reactants needed to synthesize it. The reactants are: [Cl:1][C:2]1[CH:21]=[CH:20][C:5]([CH2:6][C@@H:7]2[C:11]3=[N:12][C:13]4[CH:18]=[CH:17][CH:16]=[CH:15][C:14]=4[N:10]3[C:9](=[O:19])[NH:8]2)=[CH:4][CH:3]=1.[NH2:22][C@H:23]1[CH2:28][CH2:27][C@H:26]([OH:29])[CH2:25][CH2:24]1.C(O)(C(F)(F)F)=O. (3) Given the product [CH2:1]([O:3][C:4]([C:6]1[CH:7]=[C:8]2[N:13]([C:14]=1[C:22](=[O:24])[CH3:23])[CH:12]=[CH:11][C:10]([CH2:15][O:16][C:17](=[O:20])[CH3:18])=[CH:9]2)=[O:5])[CH3:2], predict the reactants needed to synthesize it. The reactants are: [CH2:1]([O:3][C:4]([C:6]1[CH:7]=[C:8]2[N:13]([CH:14]=1)[CH:12]=[CH:11][C:10]([CH2:15][OH:16])=[CH:9]2)=[O:5])[CH3:2].[C:17]([O-:20])(=O)[CH3:18].[Na+].[C:22](OC(=O)C)(=[O:24])[CH3:23]. (4) Given the product [ClH:29].[CH2:1]([NH:8][C:9]([C:11]1[S:15][C:14]([NH:16][C:17]2[N:22]=[CH:21][CH:20]=[CH:19][N:18]=2)=[N:13][C:12]=1[C:23]1[CH:28]=[CH:27][CH:26]=[CH:25][N:24]=1)=[O:10])[C:2]1[CH:3]=[CH:4][CH:5]=[CH:6][CH:7]=1, predict the reactants needed to synthesize it. The reactants are: [CH2:1]([NH:8][C:9]([C:11]1[S:15][C:14]([NH:16][C:17]2[N:22]=[CH:21][CH:20]=[CH:19][N:18]=2)=[N:13][C:12]=1[C:23]1[CH:28]=[CH:27][CH:26]=[CH:25][N:24]=1)=[O:10])[C:2]1[CH:7]=[CH:6][CH:5]=[CH:4][CH:3]=1.[ClH:29]. (5) The reactants are: [OH:1][C@H:2]1[CH2:7][CH2:6][C@H:5]([N:8]2[C:13](=[O:14])[C:12]([CH2:15][C:16]3[CH:21]=[CH:20][C:19]([C:22]4[C:23]([C:28]#[N:29])=[CH:24][CH:25]=[CH:26][CH:27]=4)=[CH:18][CH:17]=3)=[C:11]([CH2:30][CH2:31][CH3:32])[N:10]3[N:33]=[CH:34][N:35]=[C:9]23)[CH2:4][CH2:3]1.[CH2:36]([O:38][C:39](=[O:45])[C:40](=[N+]=[N-])[CH2:41][CH3:42])[CH3:37].O. Given the product [C:28]([C:23]1[CH:24]=[CH:25][CH:26]=[CH:27][C:22]=1[C:19]1[CH:20]=[CH:21][C:16]([CH2:15][C:12]2[C:13](=[O:14])[N:8]([C@H:5]3[CH2:6][CH2:7][C@H:2]([O:1][CH:40]([CH2:41][CH3:42])[C:39]([O:38][CH2:36][CH3:37])=[O:45])[CH2:3][CH2:4]3)[C:9]3[N:10]([N:33]=[CH:34][N:35]=3)[C:11]=2[CH2:30][CH2:31][CH3:32])=[CH:17][CH:18]=1)#[N:29], predict the reactants needed to synthesize it.